Dataset: Full USPTO retrosynthesis dataset with 1.9M reactions from patents (1976-2016). Task: Predict the reactants needed to synthesize the given product. (1) Given the product [Cl:1][C:2]1[CH:7]=[CH:6][CH:5]=[CH:4][C:3]=1[CH2:8][C:9]1[N:20]([C:16]2[CH:17]=[CH:18][CH:19]=[C:14]([CH2:13][OH:12])[CH:15]=2)[C:21](=[S:24])[NH:22][N:23]=1, predict the reactants needed to synthesize it. The reactants are: [Cl:1][C:2]1[CH:7]=[CH:6][CH:5]=[CH:4][C:3]=1[CH2:8][C:9](O)=O.[OH:12][CH2:13][C:14]1[CH:15]=[C:16]([NH:20][C:21](=[S:24])[NH:22][NH2:23])[CH:17]=[CH:18][CH:19]=1. (2) Given the product [Cl:31][C:32]1[CH:37]=[C:36]([C:2]2[CH:3]=[C:4]3[C:9](=[CH:10][CH:11]=2)[N:8]=[CH:7][C:6]([C:12]([CH:14]2[CH2:15][CH2:16]2)=[O:13])=[C:5]3[NH:17][C@H:18]2[CH2:23][CH2:22][C@H:21]([CH2:24][N:25]3[CH2:29][CH2:28][C@@H:27]([F:30])[CH2:26]3)[CH2:20][CH2:19]2)[CH:35]=[C:34]([F:47])[C:33]=1[OH:48], predict the reactants needed to synthesize it. The reactants are: Br[C:2]1[CH:3]=[C:4]2[C:9](=[CH:10][CH:11]=1)[N:8]=[CH:7][C:6]([C:12]([CH:14]1[CH2:16][CH2:15]1)=[O:13])=[C:5]2[NH:17][C@H:18]1[CH2:23][CH2:22][C@H:21]([CH2:24][N:25]2[CH2:29][CH2:28][C@@H:27]([F:30])[CH2:26]2)[CH2:20][CH2:19]1.[Cl:31][C:32]1[CH:37]=[C:36](B2OC(C)(C)C(C)(C)O2)[CH:35]=[C:34]([F:47])[C:33]=1[OH:48]. (3) Given the product [CH3:17][C:13]1[C:14]([NH2:16])=[N:15][C:11]2([C:18]3[C:5](=[CH:4][CH:3]=[C:2]([C:25]4[CH:26]=[N:27][CH:28]=[C:23]([C:20]#[C:21][CH3:22])[CH:24]=4)[CH:19]=3)[CH2:6][C:7]32[CH2:10][CH2:9][CH2:8]3)[N:12]=1, predict the reactants needed to synthesize it. The reactants are: Br[C:2]1[CH:19]=[C:18]2[C:5]([CH2:6][C:7]3([C:11]42[N:15]=[C:14]([NH2:16])[C:13]([CH3:17])=[N:12]4)[CH2:10][CH2:9][CH2:8]3)=[CH:4][CH:3]=1.[C:20]([C:23]1[CH:24]=[C:25](B(O)O)[CH:26]=[N:27][CH:28]=1)#[C:21][CH3:22]. (4) Given the product [F:23][C:24]1[CH:32]=[CH:31][C:27]([C:28]([NH:2][CH:3]([C:9](=[O:15])[C:10]2[CH:14]=[CH:13][S:12][CH:11]=2)[C:4]([O:6][CH2:7][CH3:8])=[O:5])=[O:29])=[C:26]([C:33]([F:34])([F:35])[F:36])[CH:25]=1, predict the reactants needed to synthesize it. The reactants are: Cl.[NH2:2][CH:3]([C:9](=[O:15])[C:10]1[CH:14]=[CH:13][S:12][CH:11]=1)[C:4]([O:6][CH2:7][CH3:8])=[O:5].C(N(CC)CC)C.[F:23][C:24]1[CH:32]=[CH:31][C:27]([C:28](Cl)=[O:29])=[C:26]([C:33]([F:36])([F:35])[F:34])[CH:25]=1.Cl. (5) Given the product [CH3:35][O:34][C:31]1[CH:32]=[CH:33][C:28]([C:26]2[N:5]=[C:22](/[CH:21]=[CH:20]/[C:10]3[CH:11]=[CH:12][C:13]([N:14]4[CH:18]=[C:17]([CH3:19])[N:16]=[CH:15]4)=[C:8]([O:7][CH3:6])[CH:9]=3)[NH:24][CH:25]=2)=[CH:29][CH:30]=1, predict the reactants needed to synthesize it. The reactants are: C([O-])(=O)C.[NH4+:5].[CH3:6][O:7][C:8]1[CH:9]=[C:10](/[CH:20]=[CH:21]/[C:22]([NH:24][CH2:25][C:26]([C:28]2[CH:33]=[CH:32][C:31]([O:34][CH3:35])=[CH:30][CH:29]=2)=O)=O)[CH:11]=[CH:12][C:13]=1[N:14]1[CH:18]=[C:17]([CH3:19])[N:16]=[CH:15]1. (6) Given the product [NH2:1][C:2]1[C:3]([C:9]2[CH:21]=[CH:20][C:12]([C:13]([O:15][C:16]([CH3:19])([CH3:18])[CH3:17])=[O:14])=[C:11]([F:22])[CH:10]=2)=[N:4][C:5]([C:30]2[CH2:31][CH2:26][O:43][CH2:28][CH:29]=2)=[CH:6][N:7]=1, predict the reactants needed to synthesize it. The reactants are: [NH2:1][C:2]1[C:3]([C:9]2[CH:21]=[CH:20][C:12]([C:13]([O:15][C:16]([CH3:19])([CH3:18])[CH3:17])=[O:14])=[C:11]([F:22])[CH:10]=2)=[N:4][C:5](Br)=[CH:6][N:7]=1.C(Cl)Cl.[C:26]1(B2OC(C)(C)C(C)(C)O2)[CH2:31][CH2:30][CH2:29][CH2:28]C=1.C(OCC)(=[O:43])C. (7) Given the product [C:11]([O:15][C:16]([N:18]1[CH2:23][CH2:22][CH:21]([NH:24][C:2]2[N:3]=[N:4][C:5]([Cl:10])=[CH:6][C:7]=2[O:8][CH3:9])[CH2:20][CH2:19]1)=[O:17])([CH3:14])([CH3:12])[CH3:13], predict the reactants needed to synthesize it. The reactants are: Cl[C:2]1[N:3]=[N:4][C:5]([Cl:10])=[CH:6][C:7]=1[O:8][CH3:9].[C:11]([O:15][C:16]([N:18]1[CH2:23][CH2:22][CH:21]([NH2:24])[CH2:20][CH2:19]1)=[O:17])([CH3:14])([CH3:13])[CH3:12].C(=O)([O-])[O-].[Cs+].[Cs+].C1C=CC(P(C2C=CC3C(=CC=CC=3)C=2C2C3C(=CC=CC=3)C=CC=2P(C2C=CC=CC=2)C2C=CC=CC=2)C2C=CC=CC=2)=CC=1. (8) Given the product [CH3:32][O:31][C:28]1[CH:29]=[C:30]2[C:25](=[CH:26][C:27]=1[O:33][CH3:34])[N:24]=[CH:23][CH:22]=[C:21]2[O:19][C:8]1[C:9]([C:13]2[CH:18]=[CH:17][CH:16]=[CH:15][N:14]=2)=[N:10][C:11]([CH3:12])=[C:6]([CH3:5])[CH:7]=1, predict the reactants needed to synthesize it. The reactants are: CS(C)=O.[CH3:5][C:6]1[CH:7]=[C:8]([OH:19])[C:9]([C:13]2[CH:18]=[CH:17][CH:16]=[CH:15][N:14]=2)=[N:10][C:11]=1[CH3:12].Cl[C:21]1[C:30]2[C:25](=[CH:26][C:27]([O:33][CH3:34])=[C:28]([O:31][CH3:32])[CH:29]=2)[N:24]=[CH:23][CH:22]=1.C(=O)([O-])[O-].[Cs+].[Cs+]. (9) Given the product [CH:8]([O:11][C:12]1[CH:13]=[C:14]([CH:28]=[C:29]([CH2:31][S:32]([C:35]2[CH:40]=[CH:39][CH:38]=[CH:37][C:36]=2[F:41])(=[O:33])=[O:34])[CH:30]=1)[C:15]([NH:17][C:18]1[CH:23]=[CH:22][C:21]([C:24]([OH:26])=[O:25])=[CH:20][N:19]=1)=[O:16])([CH3:10])[CH3:9], predict the reactants needed to synthesize it. The reactants are: [OH-].[Na+].C1COCC1.[CH:8]([O:11][C:12]1[CH:13]=[C:14]([CH:28]=[C:29]([CH2:31][S:32]([C:35]2[CH:40]=[CH:39][CH:38]=[CH:37][C:36]=2[F:41])(=[O:34])=[O:33])[CH:30]=1)[C:15]([NH:17][C:18]1[CH:23]=[CH:22][C:21]([C:24]([O:26]C)=[O:25])=[CH:20][N:19]=1)=[O:16])([CH3:10])[CH3:9].